Dataset: Catalyst prediction with 721,799 reactions and 888 catalyst types from USPTO. Task: Predict which catalyst facilitates the given reaction. (1) Reactant: [CH3:1][O:2][C:3]1[CH:41]=[CH:40][CH:39]=[CH:38][C:4]=1[CH2:5][NH:6][C:7]([C:9]1[N:13]([C:14]2[N:19]=[C:18]([CH2:20][NH:21][C:22](=[O:33])[C@@H:23]([NH:25]C(=O)OC(C)(C)C)[CH3:24])[CH:17]=[CH:16][CH:15]=2)[N:12]=[C:11]([C:34]([F:37])([F:36])[F:35])[CH:10]=1)=[O:8].FC(F)(F)C(O)=O. Product: [NH2:25][C@@H:23]([CH3:24])[C:22]([NH:21][CH2:20][C:18]1[N:19]=[C:14]([N:13]2[C:9]([C:7]([NH:6][CH2:5][C:4]3[CH:38]=[CH:39][CH:40]=[CH:41][C:3]=3[O:2][CH3:1])=[O:8])=[CH:10][C:11]([C:34]([F:35])([F:37])[F:36])=[N:12]2)[CH:15]=[CH:16][CH:17]=1)=[O:33]. The catalyst class is: 2. (2) Reactant: [Br:1][C:2]1[CH:11]=[CH:10][CH:9]=[C:8]2[C:3]=1[CH:4]=[CH:5][N:6]=[C:7]2Cl.[NH2:13][C:14]1[CH:15]=[C:16]2[C:21](=[CH:22][CH:23]=1)[N:20]=[CH:19][CH:18]=[CH:17]2.Cl.O1CCOCC1.CO. Product: [Br:1][C:2]1[CH:11]=[CH:10][CH:9]=[C:8]2[C:3]=1[CH:4]=[CH:5][N:6]=[C:7]2[NH:13][C:14]1[CH:15]=[C:16]2[C:21](=[CH:22][CH:23]=1)[N:20]=[CH:19][CH:18]=[CH:17]2. The catalyst class is: 41. (3) Reactant: [CH3:1][S:2][CH2:3][C:4]([OH:6])=O.C1CN([P+](ON2N=NC3C=CC=CC2=3)(N2CCCC2)N2CCCC2)CC1.F[P-](F)(F)(F)(F)F.CCN(C(C)C)C(C)C.[Cl:49][C:50]1[CH:51]=[C:52]([C:57]2([C:70]([F:73])([F:72])[F:71])[O:61][N:60]=[C:59]([C:62]3[S:66][C:65]([CH2:67][NH2:68])=[C:64]([CH3:69])[CH:63]=3)[CH2:58]2)[CH:53]=[C:54]([Cl:56])[CH:55]=1. Product: [Cl:49][C:50]1[CH:51]=[C:52]([C:57]2([C:70]([F:71])([F:73])[F:72])[O:61][N:60]=[C:59]([C:62]3[S:66][C:65]([CH2:67][NH:68][C:4](=[O:6])[CH2:3][S:2][CH3:1])=[C:64]([CH3:69])[CH:63]=3)[CH2:58]2)[CH:53]=[C:54]([Cl:56])[CH:55]=1. The catalyst class is: 4.